From a dataset of Forward reaction prediction with 1.9M reactions from USPTO patents (1976-2016). Predict the product of the given reaction. (1) Given the reactants Cl[C:2]1[N:10]=[C:9]2[C:5]([N:6]=[CH:7][N:8]2[CH2:11][CH3:12])=[C:4]([NH:13][C:14]2[CH:19]=[CH:18][C:17]([Cl:20])=[CH:16][CH:15]=2)[N:3]=1.[CH3:21][S-:22].[Na+], predict the reaction product. The product is: [Cl:20][C:17]1[CH:18]=[CH:19][C:14]([NH:13][C:4]2[N:3]=[C:2]([S:22][CH3:21])[N:10]=[C:9]3[C:5]=2[N:6]=[CH:7][N:8]3[CH2:11][CH3:12])=[CH:15][CH:16]=1. (2) Given the reactants [C:1]([C:3]1[C:8](=[O:9])[N:7]([CH2:10][C:11]2[CH:16]=[CH:15][C:14]([CH3:17])=[CH:13][C:12]=2[CH3:18])[C:6]([C:19]2[CH:24]=[CH:23][C:22]([O:25][C:26]3[CH:27]=[C:28]4[C:32](=[CH:33][CH:34]=3)[NH:31][C:30]([C:35]([O:37]CC)=[O:36])=[CH:29]4)=[CH:21][CH:20]=2)=[CH:5][C:4]=1[C:40]([F:43])([F:42])[F:41])#[N:2].[Li+].[OH-], predict the reaction product. The product is: [C:1]([C:3]1[C:8](=[O:9])[N:7]([CH2:10][C:11]2[CH:16]=[CH:15][C:14]([CH3:17])=[CH:13][C:12]=2[CH3:18])[C:6]([C:19]2[CH:20]=[CH:21][C:22]([O:25][C:26]3[CH:27]=[C:28]4[C:32](=[CH:33][CH:34]=3)[NH:31][C:30]([C:35]([OH:37])=[O:36])=[CH:29]4)=[CH:23][CH:24]=2)=[CH:5][C:4]=1[C:40]([F:41])([F:42])[F:43])#[N:2]. (3) The product is: [Cl:1][C:2]1[CH:3]=[C:4]([CH:23]=[CH:24][C:25]=1[Cl:26])[CH2:5][N:6]1[C:7](=[O:22])[C:8]2[C:17](=[C:16]([OH:20])[C:15]3[N:14]=[CH:13][CH:12]=[N:11][C:10]=3[C:9]=2[O:21][C:29](=[O:30])[C:28]([CH3:33])([CH3:32])[CH3:27])[C:18]1=[O:19]. Given the reactants [Cl:1][C:2]1[CH:3]=[C:4]([CH:23]=[CH:24][C:25]=1[Cl:26])[CH2:5][N:6]1[C:18](=[O:19])[C:17]2[C:8](=[C:9]([OH:21])[C:10]3[N:11]=[CH:12][CH:13]=[N:14][C:15]=3[C:16]=2[OH:20])[C:7]1=[O:22].[CH3:27][C:28]([CH3:33])([CH3:32])[C:29](O)=[O:30].CN(C(ON1N=NC2C=CC=CC1=2)=[N+](C)C)C.[B-](F)(F)(F)F.C(N(CC)CC)C, predict the reaction product. (4) Given the reactants [C:1]([C:4]1[CH:5]=[C:6]([NH:11]C(=O)C)[CH:7]=[CH:8][C:9]=1[OH:10])(=[O:3])[CH3:2].Cl.N, predict the reaction product. The product is: [NH2:11][C:6]1[CH:7]=[CH:8][C:9]([OH:10])=[C:4]([C:1](=[O:3])[CH3:2])[CH:5]=1. (5) Given the reactants [CH3:1][O:2][C:3]1[CH:4]=[C:5]2[O:9][C:8]([C:10]3[N:11]=[C:12]4[N:16]([CH:17]=3)[N:15]=[C:14]([O:18][CH3:19])[S:13]4)=[CH:7][C:6]2=[C:20]([OH:22])[CH:21]=1.O[CH2:24][C:25]1[N:30]=[C:29]([C:31]2[CH:41]=[CH:40][C:34]([C:35]([N:37]([CH3:39])[CH3:38])=[O:36])=[CH:33][CH:32]=2)[CH:28]=[CH:27][CH:26]=1.C(P(CCCC)CCCC)CCC.N(C(N1CCCCC1)=O)=NC(N1CCCCC1)=O, predict the reaction product. The product is: [CH3:1][O:2][C:3]1[CH:21]=[C:20]([O:22][CH2:24][C:25]2[N:30]=[C:29]([C:31]3[CH:41]=[CH:40][C:34]([C:35]([N:37]([CH3:38])[CH3:39])=[O:36])=[CH:33][CH:32]=3)[CH:28]=[CH:27][CH:26]=2)[C:6]2[CH:7]=[C:8]([C:10]3[N:11]=[C:12]4[N:16]([CH:17]=3)[N:15]=[C:14]([O:18][CH3:19])[S:13]4)[O:9][C:5]=2[CH:4]=1. (6) Given the reactants [CH3:1][N:2]1[C:10]2[C:5](=[CH:6][C:7]([S:11]([C:14]3[CH:19]=[CH:18][CH:17]=[CH:16][CH:15]=3)(=[O:13])=[O:12])=[CH:8][CH:9]=2)[C:4]([CH2:20][CH2:21][NH:22]C(=O)OC(C)(C)C)=[CH:3]1.[ClH:30], predict the reaction product. The product is: [ClH:30].[CH3:1][N:2]1[C:10]2[C:5](=[CH:6][C:7]([S:11]([C:14]3[CH:19]=[CH:18][CH:17]=[CH:16][CH:15]=3)(=[O:13])=[O:12])=[CH:8][CH:9]=2)[C:4]([CH2:20][CH2:21][NH2:22])=[CH:3]1.